The task is: Predict the reaction yield, written as a fraction of the theoretical maximum amount of product (1.0 means a 100% yield; for example, 0.34 means a 34% yield).. This data is from Reaction yield outcomes from USPTO patents with 853,638 reactions. (1) The reactants are C(O)(C(F)(F)F)=O.[CH3:8][S:9]([C:12]1[CH:17]=[CH:16][C:15]([C:18]2[N:23]=[CH:22][C:21]([O:24][CH2:25][CH:26]3[CH2:31][CH2:30][N:29](C(OC(C)(C)C)=O)[CH2:28][CH2:27]3)=[CH:20][CH:19]=2)=[CH:14][CH:13]=1)(=[O:11])=[O:10]. The catalyst is C(Cl)Cl. The product is [CH3:8][S:9]([C:12]1[CH:17]=[CH:16][C:15]([C:18]2[CH:19]=[CH:20][C:21]([O:24][CH2:25][CH:26]3[CH2:31][CH2:30][NH:29][CH2:28][CH2:27]3)=[CH:22][N:23]=2)=[CH:14][CH:13]=1)(=[O:10])=[O:11]. The yield is 0.840. (2) The reactants are [CH3:1][CH2:2][O:3][C:4]([C:6]1[NH:7][C:8]2[C:13]([CH:14]=1)=[CH:12][C:11]([C:15]([OH:17])=O)=[CH:10][CH:9]=2)=[O:5].F[B-](F)(F)F.N1(OC(N(C)C)=[N+](C)C)C2C=CC=CC=2N=N1.[NH:40]1[CH2:44][CH2:43][CH2:42][C@H:41]1[CH2:45][N:46]1[CH2:50][CH2:49][CH2:48][CH2:47]1.C(N(CC)C(C)C)(C)C. The catalyst is CN(C)C=O. The product is [CH2:2]([O:3][C:4]([C:6]1[NH:7][C:8]2[C:13]([CH:14]=1)=[CH:12][C:11]([C:15]([N:40]1[CH2:44][CH2:43][CH2:42][C@H:41]1[CH2:45][N:46]1[CH2:50][CH2:49][CH2:48][CH2:47]1)=[O:17])=[CH:10][CH:9]=2)=[O:5])[CH3:1]. The yield is 0.900.